Dataset: NCI-60 drug combinations with 297,098 pairs across 59 cell lines. Task: Regression. Given two drug SMILES strings and cell line genomic features, predict the synergy score measuring deviation from expected non-interaction effect. (1) Drug 1: C1=C(C(=O)NC(=O)N1)F. Drug 2: COCCOC1=C(C=C2C(=C1)C(=NC=N2)NC3=CC=CC(=C3)C#C)OCCOC.Cl. Cell line: RPMI-8226. Synergy scores: CSS=69.9, Synergy_ZIP=-8.97, Synergy_Bliss=-18.6, Synergy_Loewe=-19.6, Synergy_HSA=-18.5. (2) Cell line: ACHN. Synergy scores: CSS=55.3, Synergy_ZIP=4.48, Synergy_Bliss=2.75, Synergy_Loewe=-28.5, Synergy_HSA=-1.36. Drug 2: C#CCC(CC1=CN=C2C(=N1)C(=NC(=N2)N)N)C3=CC=C(C=C3)C(=O)NC(CCC(=O)O)C(=O)O. Drug 1: CC1=C(C=C(C=C1)C(=O)NC2=CC(=CC(=C2)C(F)(F)F)N3C=C(N=C3)C)NC4=NC=CC(=N4)C5=CN=CC=C5. (3) Drug 1: CC12CCC3C(C1CCC2=O)CC(=C)C4=CC(=O)C=CC34C. Drug 2: C1CN(P(=O)(OC1)NCCCl)CCCl. Cell line: OVCAR3. Synergy scores: CSS=22.6, Synergy_ZIP=1.57, Synergy_Bliss=3.22, Synergy_Loewe=-17.6, Synergy_HSA=2.35.